From a dataset of Full USPTO retrosynthesis dataset with 1.9M reactions from patents (1976-2016). Predict the reactants needed to synthesize the given product. (1) The reactants are: [Cl:1][C:2]1[C:3]2[CH:18]=[CH:17][NH:16][C:4]=2[N:5]=[C:6]([S:8][C:9]2[CH:14]=[CH:13][C:12]([F:15])=[CH:11][CH:10]=2)[N:7]=1.[H-].[Na+].Cl[CH2:22][C:23]([N:25]([CH3:27])[CH3:26])=[O:24]. Given the product [Cl:1][C:2]1[C:3]2[CH:18]=[CH:17][N:16]([CH2:22][C:23]([N:25]([CH3:27])[CH3:26])=[O:24])[C:4]=2[N:5]=[C:6]([S:8][C:9]2[CH:10]=[CH:11][C:12]([F:15])=[CH:13][CH:14]=2)[N:7]=1, predict the reactants needed to synthesize it. (2) Given the product [CH3:11][C:9]1[CH:10]=[C:2]2[N:7]([C:6]([C:13]3[CH:18]=[CH:17][CH:16]=[CH:15][CH:14]=3)=[N:5][C:4]([NH2:12])=[CH:3]2)[N:8]=1, predict the reactants needed to synthesize it. The reactants are: Cl[C:2]1[N:7]2[N:8]=[C:9]([CH3:11])[CH:10]=[C:6]2[N:5]=[C:4]([NH2:12])[CH:3]=1.[C:13]1(B(O)O)[CH:18]=[CH:17][CH:16]=[CH:15][CH:14]=1.C([O-])(O)=O.[Na+]. (3) Given the product [C:53]([N:56]1[C:64]2[C:59](=[CH:60][C:61]([O:66][CH3:67])=[C:62]([N:73]3[CH2:72][C@H:71]([CH3:75])[NH:70][C@H:69]([CH3:68])[CH2:74]3)[CH:63]=2)[CH2:58][CH2:57]1)(=[O:55])[CH3:54], predict the reactants needed to synthesize it. The reactants are: C1(P(C2C=CC=CC=2)C2C=CC3C(=CC=CC=3)C=2C2C3C(=CC=CC=3)C=CC=2P(C2C=CC=CC=2)C2C=CC=CC=2)C=CC=CC=1.C(=O)([O-])[O-].[Cs+].[Cs+].[C:53]([N:56]1[C:64]2[C:59](=[CH:60][C:61]([O:66][CH3:67])=[C:62](Br)[CH:63]=2)[CH2:58][CH2:57]1)(=[O:55])[CH3:54].[CH3:68][C@H:69]1[CH2:74][NH:73][CH2:72][C@@H:71]([CH3:75])[NH:70]1. (4) Given the product [CH2:1]([NH:8][C:12]([C:14]1[N:18]([CH2:19][CH3:20])[N:17]=[CH:16][C:15]=1[CH2:21][N:22]1[CH2:23][CH:24]2[CH2:29][N:28]([C:30]([O:32][CH:33]([C:34]([F:35])([F:36])[F:37])[C:38]([F:39])([F:40])[F:41])=[O:31])[CH2:27][CH:25]2[CH2:26]1)=[O:11])[C:2]1[CH:7]=[CH:6][CH:5]=[CH:4][CH:3]=1, predict the reactants needed to synthesize it. The reactants are: [CH2:1]([NH2:8])[C:2]1[CH:7]=[CH:6][CH:5]=[CH:4][CH:3]=1.C([O:11][C:12]([C:14]1[N:18]([CH2:19][CH3:20])[N:17]=[CH:16][C:15]=1[CH2:21][N:22]1[CH2:26][CH:25]2[CH2:27][N:28]([C:30]([O:32][CH:33]([C:38]([F:41])([F:40])[F:39])[C:34]([F:37])([F:36])[F:35])=[O:31])[CH2:29][CH:24]2[CH2:23]1)=O)C. (5) Given the product [CH2:49]([O:48][C:46]([N:42]1[CH2:43][CH2:44][CH2:45][CH:41]1[C:38]1[NH:37][C:36]([C:31]2[CH:30]=[CH:29][C:28]3[C:33](=[CH:34][CH:35]=[C:26]([C:23]4[CH:24]=[CH:25][C:20]([C:17]5[NH:16][C:15]([CH:9]6[CH2:10][C:11]([F:14])([F:13])[CH2:12][N:8]6[C:63](=[O:65])[CH:62]([NH:61][C:59]([O:58][CH3:57])=[O:60])[CH:66]6[CH2:71][CH2:70][O:69][CH2:68][CH2:67]6)=[N:19][CH:18]=5)=[CH:21][CH:22]=4)[CH:27]=3)[CH:32]=2)=[CH:40][N:39]=1)=[O:47])[C:50]1[CH:55]=[CH:54][CH:53]=[CH:52][CH:51]=1, predict the reactants needed to synthesize it. The reactants are: C(OC([N:8]1[CH2:12][C:11]([F:14])([F:13])[CH2:10][CH:9]1[C:15]1[NH:16][C:17]([C:20]2[CH:25]=[CH:24][C:23]([C:26]3[CH:35]=[CH:34][C:33]4[C:28](=[CH:29][CH:30]=[C:31]([C:36]5[NH:37][C:38]([CH:41]6[CH2:45][CH2:44][CH2:43][N:42]6[C:46]([O:48][CH2:49][C:50]6[CH:55]=[CH:54][CH:53]=[CH:52][CH:51]=6)=[O:47])=[N:39][CH:40]=5)[CH:32]=4)[CH:27]=3)=[CH:22][CH:21]=2)=[CH:18][N:19]=1)=O)(C)(C)C.Cl.[CH3:57][O:58][C:59]([NH:61][CH:62]([CH:66]1[CH2:71][CH2:70][O:69][CH2:68][CH2:67]1)[C:63]([OH:65])=O)=[O:60].CN(C(ON1N=NC2C=CC=NC1=2)=[N+](C)C)C.F[P-](F)(F)(F)(F)F.CCN(C(C)C)C(C)C.